From a dataset of Forward reaction prediction with 1.9M reactions from USPTO patents (1976-2016). Predict the product of the given reaction. (1) Given the reactants Br[C:2]1[N:7]2[C:8]([CH3:16])=[N:9][C:10]([NH:11][S:12]([CH3:15])(=[O:14])=[O:13])=[C:6]2[CH:5]=[CH:4][CH:3]=1.[C:17]([O:21][C:22]([NH:24][C@H:25]([C:35]1[C:40](B(O)O)=[CH:39][CH:38]=[C:37]([C:44]#[C:45][C:46]([OH:49])([CH3:48])[CH3:47])[N:36]=1)[CH2:26][C:27]1[CH:32]=[C:31]([F:33])[CH:30]=[C:29]([F:34])[CH:28]=1)=[O:23])([CH3:20])([CH3:19])[CH3:18].C([O-])([O-])=O.[Na+].[Na+], predict the reaction product. The product is: [F:33][C:31]1[CH:32]=[C:27]([CH2:26][C@H:25]([NH:24][C:22](=[O:23])[O:21][C:17]([CH3:20])([CH3:19])[CH3:18])[C:35]2[C:40]([C:2]3[N:7]4[C:8]([CH3:16])=[N:9][C:10]([NH:11][S:12]([CH3:15])(=[O:14])=[O:13])=[C:6]4[CH:5]=[CH:4][CH:3]=3)=[CH:39][CH:38]=[C:37]([C:44]#[C:45][C:46]([OH:49])([CH3:47])[CH3:48])[N:36]=2)[CH:28]=[C:29]([F:34])[CH:30]=1. (2) Given the reactants [CH2:1]([O:8][C:9]1[CH:14]=[N:13][N:12]([CH2:15][C:16]([C:18]2[CH:23]=[CH:22][C:21]([CH2:24]Br)=[CH:20][C:19]=2[CH3:26])=[O:17])[C:11](=[O:27])[CH:10]=1)[C:2]1[CH:7]=[CH:6][CH:5]=[CH:4][CH:3]=1.Cl.[OH:29][C@@H:30]1[CH2:35][CH2:34][CH2:33][NH:32][CH2:31]1.C(N(C(C)C)C(C)C)C, predict the reaction product. The product is: [CH2:1]([O:8][C:9]1[CH:14]=[N:13][N:12]([CH2:15][C:16]([C:18]2[CH:23]=[CH:22][C:21]([CH2:24][N:32]3[CH2:33][CH2:34][CH2:35][C@@H:30]([OH:29])[CH2:31]3)=[CH:20][C:19]=2[CH3:26])=[O:17])[C:11](=[O:27])[CH:10]=1)[C:2]1[CH:7]=[CH:6][CH:5]=[CH:4][CH:3]=1.